From a dataset of Catalyst prediction with 721,799 reactions and 888 catalyst types from USPTO. Predict which catalyst facilitates the given reaction. (1) Reactant: [OH-].[Li+].[CH3:3][C:4]1[CH:24]=[C:23]([C:25]2[C:29]([CH3:30])=[C:28]([C:31]([O:33]CC)=[O:32])[N:27]([CH3:36])[N:26]=2)[CH:22]=[CH:21][C:5]=1[O:6][CH2:7][C:8]1[CH:13]=[CH:12][CH:11]=[CH:10][C:9]=1[N:14]1[C:18](=[O:19])[N:17]([CH3:20])[N:16]=[N:15]1.O1CCCC1.CO. Product: [CH3:36][N:27]1[C:28]([C:31]([OH:33])=[O:32])=[C:29]([CH3:30])[C:25]([C:23]2[CH:22]=[CH:21][C:5]([O:6][CH2:7][C:8]3[CH:13]=[CH:12][CH:11]=[CH:10][C:9]=3[N:14]3[C:18](=[O:19])[N:17]([CH3:20])[N:16]=[N:15]3)=[C:4]([CH3:3])[CH:24]=2)=[N:26]1. The catalyst class is: 6. (2) Reactant: C[O:2][C:3]1[CH:8]=[CH:7][CH:6]=[CH:5][C:4]=1[N:9]1[CH2:14][CH2:13][O:12][CH2:11][CH2:10]1.B(Br)(Br)Br. Product: [O:12]1[CH2:11][CH2:10][N:9]([C:4]2[CH:5]=[CH:6][CH:7]=[CH:8][C:3]=2[OH:2])[CH2:14][CH2:13]1. The catalyst class is: 2. (3) Reactant: [CH3:1][CH:2]([C:4]1[C:8]([CH2:9][CH2:10][C:11]([O:13][CH2:14][CH3:15])=[O:12])=[CH:7][N:6]([C:16]2[CH:21]=[CH:20][C:19]([N+:22]([O-])=O)=[CH:18][N:17]=2)[N:5]=1)[CH3:3].CO. Product: [NH2:22][C:19]1[CH:20]=[CH:21][C:16]([N:6]2[CH:7]=[C:8]([CH2:9][CH2:10][C:11]([O:13][CH2:14][CH3:15])=[O:12])[C:4]([CH:2]([CH3:1])[CH3:3])=[N:5]2)=[N:17][CH:18]=1. The catalyst class is: 481. (4) Reactant: [CH:1]1[C:13]2[NH:12][C:11]3[C:6](=[CH:7][CH:8]=[CH:9][CH:10]=3)[C:5]=2[CH:4]=[CH:3][CH:2]=1.CN(C=O)C.[H-].[Na+].Cl.Cl[CH2:23][CH:24]([N:26]([CH3:28])[CH3:27])[CH3:25]. The catalyst class is: 1. Product: [CH:10]1[C:11]2[N:12]([CH2:23][CH:24]([N:26]([CH3:28])[CH3:27])[CH3:25])[C:13]3[C:5](=[CH:4][CH:3]=[CH:2][CH:1]=3)[C:6]=2[CH:7]=[CH:8][CH:9]=1. (5) Reactant: CON(C)C(=O)[C:5]1[CH:10]=[CH:9][CH:8]=[N:7][C:6]=1[O:11][CH:12]([F:14])[F:13].[CH3:17][Mg]Br.Cl.[C:21](=[O:24])([O-])O.[Na+]. Product: [F:14][CH:12]([F:13])[O:11][C:6]1[CH:5]=[CH:10][C:9]([C:21](=[O:24])[CH3:17])=[CH:8][N:7]=1. The catalyst class is: 7.